From a dataset of Reaction yield outcomes from USPTO patents with 853,638 reactions. Predict the reaction yield, written as a fraction of the theoretical maximum amount of product (1.0 means a 100% yield; for example, 0.34 means a 34% yield). (1) The product is [Cl:19][C:14]1[CH:15]=[CH:16][CH:17]=[CH:18][C:13]=1[N:12]1[C:11](=[O:20])[C:10]2[C:5](=[CH:6][C:7]([O:23][CH3:24])=[C:8]([O:21][CH3:22])[CH:9]=2)[N:4]=[C:3]1[CH2:2][S:26][C:27]1[N:35]=[CH:34][N:33]=[C:32]2[C:28]=1[N:29]=[CH:30][NH:31]2. The reactants are Cl[CH2:2][C:3]1[N:12]([C:13]2[CH:18]=[CH:17][CH:16]=[CH:15][C:14]=2[Cl:19])[C:11](=[O:20])[C:10]2[C:5](=[CH:6][C:7]([O:23][CH3:24])=[C:8]([O:21][CH3:22])[CH:9]=2)[N:4]=1.O.[SH:26][C:27]1[N:35]=[CH:34][N:33]=[C:32]2[C:28]=1[NH:29][CH:30]=[N:31]2.C([O-])([O-])=O.[K+].[K+]. The catalyst is CN(C=O)C. The yield is 0.650. (2) The reactants are [CH2:1]([CH2:4][C:5](O)=[S:6])[CH2:2][CH3:3].[C:8]1([C:14]#[C:15][C:16]2[CH:34]=[CH:33][C:19]([C:20]([NH:22][C:23]3[CH:28]=[CH:27][CH:26]=[CH:25][C:24]=3[S:29](=[O:32])(=[O:31])[NH2:30])=[O:21])=[CH:18][CH:17]=2)[CH:13]=[CH:12][CH:11]=[CH:10][CH:9]=1.S(Cl)(C1C=CC(C)=CC=1)(=O)=O. The catalyst is CN(C)C1C=CN=CC=1.C1COCC1. The product is [C:8]1([C:14]#[C:15][C:16]2[CH:34]=[CH:33][C:19]([C:20]([NH:22][C:23]3[CH:28]=[CH:27][CH:26]=[CH:25][C:24]=3[S:29]([NH:30][C:5](=[S:6])[CH2:4][CH2:1][CH2:2][CH3:3])(=[O:32])=[O:31])=[O:21])=[CH:18][CH:17]=2)[CH:9]=[CH:10][CH:11]=[CH:12][CH:13]=1. The yield is 0.946. (3) The reactants are [F:1][C:2]1[CH:10]=[CH:9][CH:8]=[CH:7][C:3]=1[C:4](Cl)=[O:5].[CH3:11][NH:12][O:13][CH3:14].C(N(CC)CC)C. The catalyst is C(Cl)Cl. The product is [F:1][C:2]1[CH:10]=[CH:9][CH:8]=[CH:7][C:3]=1[C:4]([N:12]([O:13][CH3:14])[CH3:11])=[O:5]. The yield is 0.846.